From a dataset of Catalyst prediction with 721,799 reactions and 888 catalyst types from USPTO. Predict which catalyst facilitates the given reaction. (1) Product: [Br:1][C:2]1[CH:3]=[CH:4][C:5]([C@@H:8]2[CH2:10][C@H:9]2[CH2:11][OH:12])=[CH:6][CH:7]=1. Reactant: [Br:1][C:2]1[CH:7]=[CH:6][C:5]([C@@H:8]2[CH2:10][C@H:9]2[C:11](OCC)=[O:12])=[CH:4][CH:3]=1.[H-].[Al+3].[Li+].[H-].[H-].[H-].[OH-].[K+]. The catalyst class is: 1. (2) Product: [OH:52][CH2:51][C:47]1[CH:46]=[C:45]([C:35]2[N:34]=[C:33]([C:29]3[CH:30]=[CH:31][CH:32]=[C:27]([NH:26][C:23]([CH:20]4[CH2:19][CH2:18][NH:17][CH2:22][CH2:21]4)=[O:25])[CH:28]=3)[CH:38]=[C:37]([N:39]3[CH2:44][CH2:43][O:42][CH2:41][CH2:40]3)[N:36]=2)[CH:50]=[CH:49][CH:48]=1. Reactant: C(N(C(C)C)CC)(C)C.C(OC([N:17]1[CH2:22][CH2:21][CH:20]([C:23]([OH:25])=O)[CH2:19][CH2:18]1)=O)(C)(C)C.[NH2:26][C:27]1[CH:28]=[C:29]([C:33]2[CH:38]=[C:37]([N:39]3[CH2:44][CH2:43][O:42][CH2:41][CH2:40]3)[N:36]=[C:35]([C:45]3[CH:50]=[CH:49][CH:48]=[C:47]([CH2:51][OH:52])[CH:46]=3)[N:34]=2)[CH:30]=[CH:31][CH:32]=1.FC(F)(F)C(O)=O. The catalyst class is: 44. (3) Reactant: [CH3:1][N:2]1[C:10]2[N:9]=[C:8]([Br:11])[N:7]([CH2:12][C:13]#[C:14][CH3:15])[C:6]=2[C:5](=[O:16])[NH:4][C:3]1=[O:17].CN(C)C(=O)C.C(=O)([O-])[O-].[K+].[K+].Cl[CH2:31][C:32]1[N:41]=[C:40]([CH3:42])[C:39]2[C:34](=[CH:35][CH:36]=[CH:37][CH:38]=2)[N:33]=1. Product: [CH3:42][C:40]1[C:39]2[C:34](=[CH:35][CH:36]=[CH:37][CH:38]=2)[N:33]=[C:32]([CH2:31][N:4]2[C:5](=[O:16])[C:6]3[N:7]([CH2:12][C:13]#[C:14][CH3:15])[C:8]([Br:11])=[N:9][C:10]=3[N:2]([CH3:1])[C:3]2=[O:17])[N:41]=1. The catalyst class is: 6. (4) Reactant: CO[CH2:3][N:4]([CH2:10][C:11]1[CH:16]=[CH:15][CH:14]=[CH:13][CH:12]=1)[CH2:5][Si](C)(C)C.[Cl:17][C:18]1[CH:23]=[CH:22][C:21](/[CH:24]=[CH:25]/[N+:26]([O-:28])=[O:27])=[CH:20][C:19]=1[F:29].FC(F)(F)C(O)=O. Product: [CH2:10]([N:4]1[CH2:5][CH:25]([N+:26]([O-:28])=[O:27])[CH:24]([C:21]2[CH:22]=[CH:23][C:18]([Cl:17])=[C:19]([F:29])[CH:20]=2)[CH2:3]1)[C:11]1[CH:16]=[CH:15][CH:14]=[CH:13][CH:12]=1. The catalyst class is: 2. (5) Reactant: [F:1][C:2]1[CH:3]=[C:4]([N:8]2[C:12](=[O:13])[NH:11][N:10]=[N:9]2)[CH:5]=[CH:6][CH:7]=1.Br[CH:15]1[CH2:20][CH2:19][N:18]([C:21]([O:23][C:24]([CH3:27])([CH3:26])[CH3:25])=[O:22])[CH2:17][CH2:16]1.C([O-])([O-])=O.[Cs+].[Cs+]. Product: [C:24]([O:23][C:21]([N:18]1[CH2:19][CH2:20][CH:15]([N:11]2[C:12](=[O:13])[N:8]([C:4]3[CH:5]=[CH:6][CH:7]=[C:2]([F:1])[CH:3]=3)[N:9]=[N:10]2)[CH2:16][CH2:17]1)=[O:22])([CH3:27])([CH3:25])[CH3:26]. The catalyst class is: 241. (6) Reactant: [NH:1]1[CH2:4][CH:3]([NH:5][C:6](=[O:12])[O:7][C:8]([CH3:11])([CH3:10])[CH3:9])[CH2:2]1.CCN(CC)CC.[CH3:20][C:21](OC(C)=O)=[O:22]. Product: [C:8]([O:7][C:6](=[O:12])[NH:5][CH:3]1[CH2:4][N:1]([C:21](=[O:22])[CH3:20])[CH2:2]1)([CH3:9])([CH3:11])[CH3:10]. The catalyst class is: 2.